From a dataset of Full USPTO retrosynthesis dataset with 1.9M reactions from patents (1976-2016). Predict the reactants needed to synthesize the given product. Given the product [CH2:32]([O:39][C:40]1[CH:45]=[N:44][CH:43]=[C:42]([C@H:46]2[CH2:48][C@@H:50]2[CH2:49][O:51][C:52]2[CH:53]=[N:54][CH:55]=[CH:56][CH:57]=2)[CH:41]=1)[C:33]1[CH:34]=[CH:35][CH:36]=[CH:37][CH:38]=1, predict the reactants needed to synthesize it. The reactants are: N(C(N1CCCCC1)=O)=NC(N1CCCCC1)=O.C(P(CCCC)CCCC)CCC.[CH2:32]([O:39][C:40]1[CH:41]=[C:42]([CH:46]([CH:48]2[CH2:50][CH2:49]2)O)[CH:43]=[N:44][CH:45]=1)[C:33]1[CH:38]=[CH:37][CH:36]=[CH:35][CH:34]=1.[OH:51][C:52]1[CH:53]=[N:54][CH:55]=[CH:56][CH:57]=1.N1(C2OC(N3CCCCC3)=NN=2)CCCCC1.